This data is from Forward reaction prediction with 1.9M reactions from USPTO patents (1976-2016). The task is: Predict the product of the given reaction. (1) Given the reactants [Cl:1][C:2]1[CH:3]=[C:4]([NH:19][C:20]2[C:21]3[N:28]([CH2:29][CH2:30][O:31][CH2:32][CH2:33][N:34]4C(=O)C5[C:36](=CC=CC=5)[C:35]4=[O:44])[CH:27]=[CH:26][C:22]=3[N:23]=[CH:24][N:25]=2)[CH:5]=[CH:6][C:7]=1[O:8][C:9]1[CH:14]=[CH:13][CH:12]=[C:11]([C:15]([F:18])([F:17])[F:16])[CH:10]=1.O.NN.C(=O)([O-])O.[Na+], predict the reaction product. The product is: [Cl:1][C:2]1[CH:3]=[C:4]([NH:19][C:20]2[C:21]3[N:28]([CH2:29][CH2:30][O:31][CH2:32][CH2:33][NH:34][C:35](=[O:44])[CH3:36])[CH:27]=[CH:26][C:22]=3[N:23]=[CH:24][N:25]=2)[CH:5]=[CH:6][C:7]=1[O:8][C:9]1[CH:14]=[CH:13][CH:12]=[C:11]([C:15]([F:18])([F:16])[F:17])[CH:10]=1. (2) Given the reactants CO[C:3](=[O:20])[C:4]1[CH:9]=[CH:8][C:7]([NH:10][C:11]2[CH:16]=[C:15]([N:17]([CH3:19])[CH3:18])[N:14]=[CH:13][N:12]=2)=[CH:6][CH:5]=1.[F:21][C:22]1[C:27]([C:28]([F:31])([F:30])[F:29])=[CH:26][CH:25]=[CH:24][C:23]=1[C:32]1[N:33]=[C:34]([NH2:37])[S:35][CH:36]=1, predict the reaction product. The product is: [CH3:19][N:17]([CH3:18])[C:15]1[N:14]=[CH:13][N:12]=[C:11]([NH:10][C:7]2[CH:6]=[CH:5][C:4]([C:3]([NH:37][C:34]3[S:35][CH:36]=[C:32]([C:23]4[CH:24]=[CH:25][CH:26]=[C:27]([C:28]([F:31])([F:29])[F:30])[C:22]=4[F:21])[N:33]=3)=[O:20])=[CH:9][CH:8]=2)[CH:16]=1. (3) Given the reactants [H-].[H-].[H-].[H-].[Li+].[Al+3].C[O:8][C:9](=O)[C@@H:10]([CH3:20])[CH2:11][O:12][CH2:13][C:14]1[CH:19]=[CH:18][CH:17]=[CH:16][CH:15]=1.[O-]S([O-])(=O)=O.[Na+].[Na+], predict the reaction product. The product is: [CH2:13]([O:12][CH2:11][C@H:10]([CH3:20])[CH2:9][OH:8])[C:14]1[CH:19]=[CH:18][CH:17]=[CH:16][CH:15]=1. (4) Given the reactants [F:1][C:2]([F:24])([F:23])[C:3]1[CH:4]=[C:5]([CH2:9][S:10]([C:13]2[CH:14]=[C:15]3[C:19](=[CH:20][CH:21]=2)[NH:18][C:17](=[O:22])[CH2:16]3)(=[O:12])=[O:11])[CH:6]=[CH:7][CH:8]=1.[CH2:25]([N:27]([CH2:42][CH3:43])[CH2:28][CH2:29][NH:30][C:31]([C:33]1[C:37]([CH3:38])=[C:36]([CH:39]=O)[NH:35][C:34]=1[CH3:41])=[O:32])[CH3:26].N1CCCCC1, predict the reaction product. The product is: [CH2:42]([N:27]([CH2:25][CH3:26])[CH2:28][CH2:29][NH:30][C:31]([C:33]1[C:37]([CH3:38])=[C:36](/[CH:39]=[C:16]2\[C:17](=[O:22])[NH:18][C:19]3[C:15]\2=[CH:14][C:13]([S:10]([CH2:9][C:5]2[CH:6]=[CH:7][CH:8]=[C:3]([C:2]([F:1])([F:23])[F:24])[CH:4]=2)(=[O:12])=[O:11])=[CH:21][CH:20]=3)[NH:35][C:34]=1[CH3:41])=[O:32])[CH3:43].